From a dataset of Full USPTO retrosynthesis dataset with 1.9M reactions from patents (1976-2016). Predict the reactants needed to synthesize the given product. (1) Given the product [C:22]1([C:2]2([OH:1])[C@H:11]3[C@H:6]([CH2:7][CH2:8][CH2:9][CH2:10]3)[NH:5][CH2:4][CH2:3]2)[CH:23]=[CH:24][CH:25]=[CH:26][CH:27]=1, predict the reactants needed to synthesize it. The reactants are: [OH:1][C:2]1([C:22]2[CH:27]=[CH:26][CH:25]=[CH:24][CH:23]=2)[C@H:11]2[C@H:6]([CH2:7][CH2:8][CH2:9][CH2:10]2)[N:5](C(OCC2C=CC=CC=2)=O)[CH2:4][CH2:3]1. (2) Given the product [CH2:1]([O:8][C:9]1[CH:10]=[C:11]2[C:16](=[CH:17][CH:18]=1)[CH2:15][CH:14]([CH:19]([O:28][Si:29]([C:32]([CH3:35])([CH3:34])[CH3:33])([CH3:30])[CH3:31])[C:20]1[O:21][C:22]([C:25]#[N:27])=[CH:23][N:24]=1)[CH2:13][CH2:12]2)[C:2]1[CH:7]=[CH:6][CH:5]=[CH:4][CH:3]=1, predict the reactants needed to synthesize it. The reactants are: [CH2:1]([O:8][C:9]1[CH:10]=[C:11]2[C:16](=[CH:17][CH:18]=1)[CH2:15][CH:14]([CH:19]([O:28][Si:29]([C:32]([CH3:35])([CH3:34])[CH3:33])([CH3:31])[CH3:30])[C:20]1[O:21][C:22]([C:25]([NH2:27])=O)=[CH:23][N:24]=1)[CH2:13][CH2:12]2)[C:2]1[CH:7]=[CH:6][CH:5]=[CH:4][CH:3]=1.N1C=CC=CC=1.FC(F)(F)C(OC(=O)C(F)(F)F)=O.